Dataset: Full USPTO retrosynthesis dataset with 1.9M reactions from patents (1976-2016). Task: Predict the reactants needed to synthesize the given product. (1) The reactants are: [C:1]([O:5][C:6]([N:8]1[CH2:13][CH2:12][C:11](=[O:14])[CH2:10][CH2:9]1)=[O:7])([CH3:4])([CH3:3])[CH3:2].[O:15]([C:22]1[CH:27]=[CH:26][C:25]([Mg]Br)=[CH:24][CH:23]=1)[C:16]1[CH:21]=[CH:20][CH:19]=[CH:18][CH:17]=1.C1C=CC(OC2C=CC(Br)=CC=2)=CC=1.[Cl-].[NH4+]. Given the product [C:1]([O:5][C:6]([N:8]1[CH2:9][CH2:10][C:11]([C:25]2[CH:26]=[CH:27][C:22]([O:15][C:16]3[CH:21]=[CH:20][CH:19]=[CH:18][CH:17]=3)=[CH:23][CH:24]=2)([OH:14])[CH2:12][CH2:13]1)=[O:7])([CH3:4])([CH3:2])[CH3:3], predict the reactants needed to synthesize it. (2) Given the product [CH3:25][N:12]1[C:13]2[C:9](=[CH:8][CH:7]=[C:6]([N+:3]([O-:5])=[O:4])[CH:14]=2)[C:10]([C:15](=[O:23])[C:16]([N:18]2[CH2:22][CH2:21][CH2:20][CH2:19]2)=[O:17])=[CH:11]1, predict the reactants needed to synthesize it. The reactants are: [H-].[Na+].[N+:3]([C:6]1[CH:14]=[C:13]2[C:9]([C:10]([C:15](=[O:23])[C:16]([N:18]3[CH2:22][CH2:21][CH2:20][CH2:19]3)=[O:17])=[CH:11][NH:12]2)=[CH:8][CH:7]=1)([O-:5])=[O:4].I[CH3:25]. (3) Given the product [CH3:1][O:2][C:3]1[CH:4]=[C:5]2[C:10](=[C:11]([O:13][CH3:14])[CH:12]=1)[N:9]=[CH:8][CH:7]=[C:6]2[O:15][C:16]1[CH:17]=[CH:18][C:19]([NH:22][C:31]([C:29]2[C:28](=[O:34])[N:27]([C:35]3[CH:40]=[CH:39][C:38]([F:41])=[CH:37][CH:36]=3)[C:26](=[O:42])[N:25]([CH2:23][CH3:24])[CH:30]=2)=[O:32])=[CH:20][CH:21]=1, predict the reactants needed to synthesize it. The reactants are: [CH3:1][O:2][C:3]1[CH:4]=[C:5]2[C:10](=[C:11]([O:13][CH3:14])[CH:12]=1)[N:9]=[CH:8][CH:7]=[C:6]2[O:15][C:16]1[CH:21]=[CH:20][C:19]([NH2:22])=[CH:18][CH:17]=1.[CH2:23]([N:25]1[CH:30]=[C:29]([C:31](O)=[O:32])[C:28](=[O:34])[N:27]([C:35]2[CH:40]=[CH:39][C:38]([F:41])=[CH:37][CH:36]=2)[C:26]1=[O:42])[CH3:24].